Dataset: Peptide-MHC class II binding affinity with 134,281 pairs from IEDB. Task: Regression. Given a peptide amino acid sequence and an MHC pseudo amino acid sequence, predict their binding affinity value. This is MHC class II binding data. (1) The peptide sequence is QIGNRPGPSRGVQGF. The MHC is DRB1_0301 with pseudo-sequence DRB1_0301. The binding affinity (normalized) is 0.282. (2) The peptide sequence is AWDFSSAGGFFTSVG. The MHC is DRB1_1101 with pseudo-sequence DRB1_1101. The binding affinity (normalized) is 0.179. (3) The peptide sequence is KALWIIFSQNMNIKL. The MHC is HLA-DQA10501-DQB10201 with pseudo-sequence HLA-DQA10501-DQB10201. The binding affinity (normalized) is 0.166. (4) The peptide sequence is REALAQTHSAIAVII. The MHC is HLA-DQA10201-DQB10202 with pseudo-sequence HLA-DQA10201-DQB10202. The binding affinity (normalized) is 0.404. (5) The peptide sequence is EWVAMTKGEGGVWTFDSEEP. The MHC is HLA-DPA10103-DPB10401 with pseudo-sequence HLA-DPA10103-DPB10401. The binding affinity (normalized) is 0.0735. (6) The MHC is DRB1_1001 with pseudo-sequence DRB1_1001. The binding affinity (normalized) is 0.532. The peptide sequence is YDKFLANVSTVLTGA. (7) The peptide sequence is KASPVLAFPAGVCPT. The MHC is DRB1_1302 with pseudo-sequence DRB1_1302. The binding affinity (normalized) is 0.209. (8) The peptide sequence is MGGLWKYLNAVSLCIHHHHHH. The MHC is DRB4_0103 with pseudo-sequence DRB4_0103. The binding affinity (normalized) is 0.360.